This data is from Reaction yield outcomes from USPTO patents with 853,638 reactions. The task is: Predict the reaction yield, written as a fraction of the theoretical maximum amount of product (1.0 means a 100% yield; for example, 0.34 means a 34% yield). (1) The reactants are [Si:1]([O:8][CH2:9][CH:10]1[CH2:15][CH2:14][C:13]([C:17]2[C:25]3[C:20](=[CH:21][CH:22]=[CH:23][C:24]=3[F:26])[NH:19][N:18]=2)([CH3:16])[CH2:12][CH2:11]1)([C:4]([CH3:7])([CH3:6])[CH3:5])([CH3:3])[CH3:2].[H-].[Na+].[Cl:29][C:30]1[CH:38]=[CH:37][CH:36]=[C:35]([C:39]([F:42])([F:41])[F:40])[C:31]=1[C:32](Cl)=[O:33].O. The catalyst is C1COCC1. The product is [Si:1]([O:8][CH2:9][CH:10]1[CH2:11][CH2:12][C:13]([C:17]2[C:25]3[C:20](=[CH:21][CH:22]=[CH:23][C:24]=3[F:26])[N:19]([C:32]([C:31]3[C:35]([C:39]([F:40])([F:41])[F:42])=[CH:36][CH:37]=[CH:38][C:30]=3[Cl:29])=[O:33])[N:18]=2)([CH3:16])[CH2:14][CH2:15]1)([C:4]([CH3:5])([CH3:6])[CH3:7])([CH3:3])[CH3:2]. The yield is 0.864. (2) The reactants are [NH2:1][C:2]1[N:7]=[CH:6][N:5]=[C:4]2[N:8]([C@@H:12]3[CH2:17][CH2:16][CH2:15][N:14]([C:18]([O:20][C:21]([CH3:24])([CH3:23])[CH3:22])=[O:19])[CH2:13]3)[N:9]=[C:10](I)[C:3]=12.[Cl-].B([C:29]1[CH:34]=[CH:33][C:32]([NH3+:35])=[CH:31][CH:30]=1)(O)O.COCCOC.C(=O)([O-])[O-].[Na+].[Na+]. The yield is 0.810. The catalyst is C1C=CC([P]([Pd]([P](C2C=CC=CC=2)(C2C=CC=CC=2)C2C=CC=CC=2)([P](C2C=CC=CC=2)(C2C=CC=CC=2)C2C=CC=CC=2)[P](C2C=CC=CC=2)(C2C=CC=CC=2)C2C=CC=CC=2)(C2C=CC=CC=2)C2C=CC=CC=2)=CC=1.O. The product is [NH2:1][C:2]1[N:7]=[CH:6][N:5]=[C:4]2[N:8]([C@@H:12]3[CH2:17][CH2:16][CH2:15][N:14]([C:18]([O:20][C:21]([CH3:24])([CH3:23])[CH3:22])=[O:19])[CH2:13]3)[N:9]=[C:10]([C:29]3[CH:34]=[CH:33][C:32]([NH2:35])=[CH:31][CH:30]=3)[C:3]=12.